From a dataset of Forward reaction prediction with 1.9M reactions from USPTO patents (1976-2016). Predict the product of the given reaction. Given the reactants S(=O)(=O)(O)O.[Br:6][C:7]1[CH:8]=[C:9]([N+:16]([O-:18])=[O:17])[CH:10]=[C:11]2[C:15]=1[NH:14][N:13]=[CH:12]2, predict the reaction product. The product is: [Br:6][C:7]1[C:15]2[C:11](=[CH:12][N:13]([C:11]([CH3:15])([CH3:12])[CH3:10])[N:14]=2)[CH:10]=[C:9]([N+:16]([O-:18])=[O:17])[CH:8]=1.